Dataset: Catalyst prediction with 721,799 reactions and 888 catalyst types from USPTO. Task: Predict which catalyst facilitates the given reaction. (1) Reactant: C([O:9][C@H:10]1[C@:14]([F:16])([CH3:15])[C@H:13]([N:17]2[CH:25]=[N:24][C:23]3[C:18]2=[N:19][C:20]([NH2:27])=[N:21][C:22]=3Cl)[O:12][C@@H:11]1[CH2:28][O:29]C(=O)C1C=CC=CC=1)(=O)C1C=CC=CC=1.[CH2:38]([OH:45])[C:39]1[CH:44]=[CH:43][CH:42]=[CH:41][CH:40]=1.[H-].[Na+]. Product: [NH2:27][C:20]1[N:19]=[C:18]2[C:23]([N:24]=[CH:25][N:17]2[C@@H:13]2[O:12][C@H:11]([CH2:28][OH:29])[C@@H:10]([OH:9])[C@:14]2([F:16])[CH3:15])=[C:22]([O:45][CH2:38][C:39]2[CH:44]=[CH:43][CH:42]=[CH:41][CH:40]=2)[N:21]=1. The catalyst class is: 3. (2) Reactant: CC(C)([O-])C.[K+].[F:7]/[C:8](/[C:21]1[CH:25]=[C:24]([CH3:26])[NH:23][N:22]=1)=[CH:9]\[C:10]1[CH:15]=[CH:14][C:13]([O:16][C:17]([F:20])([F:19])[F:18])=[CH:12][CH:11]=1.Br[CH2:28][C:29]1[CH:30]=[C:31]([CH:36]=[CH:37][CH:38]=1)[C:32]([O:34][CH3:35])=[O:33]. Product: [F:7]/[C:8](/[C:21]1[CH:25]=[C:24]([CH3:26])[N:23]([CH2:28][C:29]2[CH:30]=[C:31]([CH:36]=[CH:37][CH:38]=2)[C:32]([O:34][CH3:35])=[O:33])[N:22]=1)=[CH:9]\[C:10]1[CH:11]=[CH:12][C:13]([O:16][C:17]([F:20])([F:19])[F:18])=[CH:14][CH:15]=1. The catalyst class is: 1. (3) Reactant: [CH3:1][C:2]([CH3:32])([CH3:31])[CH2:3][CH2:4][C@:5]1([CH3:30])[C:14]2[C:9](=[CH:10][CH:11]=[CH:12][CH:13]=2)[C:8]([OH:15])=[C:7]([C:16]2[NH:21][C:20]3[S:22][CH:23]=[C:24]([CH2:25]O)[C:19]=3[S:18](=[O:28])(=[O:27])[N:17]=2)[C:6]1=[O:29].N12CCCN=C1CCCCC2.C1(P([N:58]=[N+:59]=[N-:60])(C2C=CC=CC=2)=O)C=CC=CC=1. Product: [N:58]([CH2:25][C:24]1[C:19]2[S:18](=[O:28])(=[O:27])[N:17]=[C:16]([C:7]3[C:6](=[O:29])[C@@:5]([CH2:4][CH2:3][C:2]([CH3:32])([CH3:31])[CH3:1])([CH3:30])[C:14]4[C:9]([C:8]=3[OH:15])=[CH:10][CH:11]=[CH:12][CH:13]=4)[NH:21][C:20]=2[S:22][CH:23]=1)=[N+:59]=[N-:60]. The catalyst class is: 4.